Dataset: Forward reaction prediction with 1.9M reactions from USPTO patents (1976-2016). Task: Predict the product of the given reaction. (1) Given the reactants [Br:1][C:2]1[CH:7]=[CH:6][C:5]([C:8]2[CH2:12][CH:11]([CH2:13]S([O-])(=O)=O)[O:10][N:9]=2)=[CH:4][C:3]=1[F:18].[N-:19]=[N+:20]=[N-:21].[Na+], predict the reaction product. The product is: [N:19]([CH2:13][CH:11]1[O:10][N:9]=[C:8]([C:5]2[CH:6]=[CH:7][C:2]([Br:1])=[C:3]([F:18])[CH:4]=2)[CH2:12]1)=[N+:20]=[N-:21]. (2) Given the reactants C12CC(CC1)C=C2B(O)O.[F:11][C:12]1([F:33])[CH2:17][CH2:16][C:15]([C:18]2[N:23]=[C:22]([CH2:24][NH:25][C@H:26]([CH:29]([CH3:31])[CH3:30])[CH2:27][OH:28])[C:21]([F:32])=[CH:20][CH:19]=2)=[CH:14][CH2:13]1, predict the reaction product. The product is: [F:33][C:12]1([F:11])[CH2:17][CH2:16][C:15]([C:18]2[N:23]=[C:22]([CH2:24][NH:25][C@H:26]([CH:29]([CH3:30])[CH3:31])[CH2:27][OH:28])[C:21]([F:32])=[CH:20][CH:19]=2)=[CH:14][CH2:13]1.[F:33][C:12]1([F:11])[CH2:17][CH2:16][CH:15]([C:18]2[N:23]=[C:22]([CH2:24][NH:25][C@H:26]([CH:29]([CH3:30])[CH3:31])[CH2:27][OH:28])[C:21]([F:32])=[CH:20][CH:19]=2)[CH2:14][CH2:13]1. (3) Given the reactants [Cl:1][C:2]1[CH:7]=[CH:6][C:5]([OH:8])=[CH:4][C:3]=1[C:9]1[C:18]2[C:13](=[C:14]([C:19]([F:22])([F:21])[F:20])[CH:15]=[CH:16][CH:17]=2)[N:12]=[C:11]([CH3:23])[N:10]=1.Br[C:25]1[CH:26]=[C:27]([S:31]([CH:34]([CH3:38])[CH2:35][CH2:36][OH:37])(=[O:33])=[O:32])[CH:28]=[CH:29][CH:30]=1, predict the reaction product. The product is: [Cl:1][C:2]1[CH:7]=[CH:6][C:5]([O:8][C:25]2[CH:26]=[C:27]([S:31]([CH:34]([CH3:38])[CH2:35][CH2:36][OH:37])(=[O:33])=[O:32])[CH:28]=[CH:29][CH:30]=2)=[CH:4][C:3]=1[C:9]1[C:18]2[C:13](=[C:14]([C:19]([F:20])([F:22])[F:21])[CH:15]=[CH:16][CH:17]=2)[N:12]=[C:11]([CH3:23])[N:10]=1. (4) The product is: [O:1]([C:8]1[CH:9]=[CH:10][C:11]([C:14]2([C:17]([N:22]3[CH2:26][CH2:25][C:24]4([C:34]5[CH:33]=[CH:32][N:31]=[CH:30][C:29]=5[C:28](=[O:35])[O:27]4)[CH2:23]3)=[O:19])[CH2:15][CH2:16]2)=[CH:12][CH:13]=1)[C:2]1[CH:3]=[CH:4][CH:5]=[CH:6][CH:7]=1. Given the reactants [O:1]([C:8]1[CH:13]=[CH:12][C:11]([C:14]2([C:17]([OH:19])=O)[CH2:16][CH2:15]2)=[CH:10][CH:9]=1)[C:2]1[CH:7]=[CH:6][CH:5]=[CH:4][CH:3]=1.Cl.Cl.[NH:22]1[CH2:26][CH2:25][C:24]2([C:34]3[CH:33]=[CH:32][N:31]=[CH:30][C:29]=3[C:28](=[O:35])[O:27]2)[CH2:23]1.F[P-](F)(F)(F)(F)F.N1(O[P+](N(C)C)(N(C)C)N(C)C)C2C=CC=CC=2N=N1.C(N(CC)C(C)C)(C)C, predict the reaction product. (5) Given the reactants [Br:1][C:2]1[C:6]([N+:7]([O-:9])=[O:8])=[C:5](Br)[N:4]([CH2:11][C:12]2[CH:17]=[CH:16][CH:15]=[C:14]([CH2:18][N:19]3[C:23](Br)=[C:22]([N+:25]([O-:27])=[O:26])[C:21]([Br:28])=[N:20]3)[CH:13]=2)[N:3]=1.[CH2:29]([NH2:36])[C:30]1[CH:35]=[CH:34][CH:33]=[CH:32][CH:31]=1.O, predict the reaction product. The product is: [CH2:29]([NH:36][C:23]1[N:19]([CH2:18][C:14]2[CH:15]=[CH:16][CH:17]=[C:12]([CH2:11][N:4]3[C:5]([NH:4][CH2:11][C:12]4[CH:17]=[CH:16][CH:15]=[CH:14][CH:13]=4)=[C:6]([N+:7]([O-:9])=[O:8])[C:2]([Br:1])=[N:3]3)[CH:13]=2)[N:20]=[C:21]([Br:28])[C:22]=1[N+:25]([O-:27])=[O:26])[C:30]1[CH:35]=[CH:34][CH:33]=[CH:32][CH:31]=1. (6) Given the reactants [Mg].II.Br[C:5]1[CH:10]=[CH:9][C:8]([O:11][CH3:12])=[CH:7][CH:6]=1.COCN[C:17](=[O:48])[CH2:18][CH2:19][CH2:20][CH2:21][O:22][C:23]1[CH:28]=[CH:27][C:26]([S:29]([C:32]2([C:38]([NH:40][O:41]C3CCCCO3)=[O:39])[CH2:37][CH2:36][O:35][CH2:34][CH2:33]2)(=[O:31])=[O:30])=[CH:25][CH:24]=1, predict the reaction product. The product is: [OH:41][NH:40][C:38]([C:32]1([S:29]([C:26]2[CH:27]=[CH:28][C:23]([O:22][CH2:21][CH2:20][CH2:19][CH2:18][C:17]([C:5]3[CH:10]=[CH:9][C:8]([O:11][CH3:12])=[CH:7][CH:6]=3)=[O:48])=[CH:24][CH:25]=2)(=[O:30])=[O:31])[CH2:33][CH2:34][O:35][CH2:36][CH2:37]1)=[O:39].